Dataset: Full USPTO retrosynthesis dataset with 1.9M reactions from patents (1976-2016). Task: Predict the reactants needed to synthesize the given product. (1) Given the product [CH2:1]([N:3]([CH2:11][C:12]1[CH:13]=[N:14][CH:15]=[C:16]([C:19]2[CH:20]=[C:21]3[C:25](=[CH:26][CH:27]=2)[N:24]([CH:28]2[CH2:33][CH2:32][CH2:31][CH2:30][O:29]2)[N:23]=[C:22]3[C:34]2[NH:35][C:36]([C:39]([N:82]3[CH2:81][CH2:69][O:88][CH2:86][CH2:83]3)=[O:40])=[CH:37][N:38]=2)[C:17]=1[CH3:18])[C:4](=[O:10])[O:5][C:6]([CH3:7])([CH3:9])[CH3:8])[CH3:2], predict the reactants needed to synthesize it. The reactants are: [CH2:1]([N:3]([CH2:11][C:12]1[CH:13]=[N:14][CH:15]=[C:16]([C:19]2[CH:20]=[C:21]3[C:25](=[CH:26][CH:27]=2)[N:24]([CH:28]2[CH2:33][CH2:32][CH2:31][CH2:30][O:29]2)[N:23]=[C:22]3[C:34]2[NH:35][C:36]([C:39](NCC3C=NC=CC=3)=[O:40])=[CH:37][N:38]=2)[C:17]=1[CH3:18])[C:4](=[O:10])[O:5][C:6]([CH3:9])([CH3:8])[CH3:7])[CH3:2].C(OC(N(CC1C(C)=C(C2C=C3C(=CC=2)N(C2CCCCO2)N=[C:69]3[C:81]2[NH:82][C:83]([C:86]([OH:88])=O)=CN=2)C=NC=1)CC)=O)(C)(C)C.CCN(CC)CC.N1CCOCC1.CN(C(ON1N=NC2C=CC=NC1=2)=[N+](C)C)C.F[P-](F)(F)(F)(F)F. (2) Given the product [Cl:35][C:33]1[CH:32]=[CH:31][C:29]2[CH:30]=[C:25]([S:22]([N:19]3[CH2:20][CH2:21][N:16]([CH2:15][C:11]4([OH:14])[CH2:12][CH2:13][N:8]([C:11]5[CH:12]=[CH:13][N:8]=[CH:9][CH:10]=5)[CH2:9][CH2:10]4)[C:17](=[O:36])[CH2:18]3)(=[O:23])=[O:24])[CH2:26][O:27][C:28]=2[CH:34]=1, predict the reactants needed to synthesize it. The reactants are: C(OC([N:8]1[CH2:13][CH2:12][C:11]([CH2:15][N:16]2[CH2:21][CH2:20][N:19]([S:22]([C:25]3[CH2:26][O:27][C:28]4[CH:34]=[C:33]([Cl:35])[CH:32]=[CH:31][C:29]=4[CH:30]=3)(=[O:24])=[O:23])[CH2:18][C:17]2=[O:36])([OH:14])[CH2:10][CH2:9]1)=O)(C)(C)C.Cl. (3) The reactants are: [CH3:1][O:2][C:3]1[CH:8]=[CH:7][C:6]([N:9]=[C:10]=[O:11])=[CH:5][CH:4]=1.[NH2:12][C:13]1[CH:14]=[C:15]([B:22]([OH:24])[OH:23])[CH:16]=[C:17]([C:19]([OH:21])=O)[CH:18]=1.[CH:25]([NH2:28])([CH3:27])[CH3:26].CCN(C(C)C)C(C)C. Given the product [CH:25]([NH:28][C:19]([C:17]1[CH:18]=[C:13]([NH:12][C:10]([NH:9][C:6]2[CH:5]=[CH:4][C:3]([O:2][CH3:1])=[CH:8][CH:7]=2)=[O:11])[CH:14]=[C:15]([B:22]([OH:24])[OH:23])[CH:16]=1)=[O:21])([CH3:27])[CH3:26], predict the reactants needed to synthesize it. (4) Given the product [C:1]([O:5][C:6](=[O:16])[CH:7]=[C:24]1[CH2:25][N:26]([C:28]([O:30][C:31]([CH3:34])([CH3:33])[CH3:32])=[O:29])[CH2:27]1)([CH3:2])([CH3:3])[CH3:4], predict the reactants needed to synthesize it. The reactants are: [C:1]([O:5][C:6](=[O:16])[CH2:7]P(OCC)(OCC)=O)([CH3:4])([CH3:3])[CH3:2].CC(C)([O-])C.[K+].O=[C:24]1[CH2:27][N:26]([C:28]([O:30][C:31]([CH3:34])([CH3:33])[CH3:32])=[O:29])[CH2:25]1. (5) Given the product [CH3:1][O:2][C:3]1[CH:4]=[C:5]([CH:21]=[CH:22][C:23]=1[O:24][CH3:25])[CH2:6][CH:7]1[C:16]2[C:11](=[CH:12][C:13]([O:19][CH3:20])=[C:14]([O:17][CH3:18])[CH:15]=2)[CH2:10][CH2:9][N:8]1[CH2:27][C:28]([NH:31][CH:32]1[C:40]2[C:35](=[C:36]([CH3:41])[CH:37]=[CH:38][CH:39]=2)[CH2:34][CH2:33]1)=[O:29], predict the reactants needed to synthesize it. The reactants are: [CH3:1][O:2][C:3]1[CH:4]=[C:5]([CH:21]=[CH:22][C:23]=1[O:24][CH3:25])[CH2:6][CH:7]1[C:16]2[C:11](=[CH:12][C:13]([O:19][CH3:20])=[C:14]([O:17][CH3:18])[CH:15]=2)[CH2:10][CH2:9][NH:8]1.Br[CH2:27][C:28](Br)=[O:29].[NH2:31][CH:32]1[C:40]2[C:35](=[C:36]([CH3:41])[CH:37]=[CH:38][CH:39]=2)[CH2:34][CH2:33]1. (6) Given the product [Br:1][CH2:2][CH2:3][CH2:4][O:5][C:16](=[O:17])[CH2:15][O:14][CH3:13], predict the reactants needed to synthesize it. The reactants are: [Br:1][CH2:2][CH2:3][CH2:4][OH:5].C(N(CC)CC)C.[CH3:13][O:14][CH2:15][C:16](Cl)=[O:17]. (7) Given the product [Cl:20][C:17]1[CH:18]=[CH:19][C:14]([O:13][C:10]2[CH:11]=[CH:12][C:7]([CH:74]=[O:75])=[C:8]([CH2:21][CH2:22][CH3:23])[CH:9]=2)=[CH:15][CH:16]=1, predict the reactants needed to synthesize it. The reactants are: FC(F)(F)S(O[C:7]1[CH:12]=[CH:11][C:10]([O:13][C:14]2[CH:19]=[CH:18][C:17]([Cl:20])=[CH:16][CH:15]=2)=[CH:9][C:8]=1[CH2:21][CH2:22][CH3:23])(=O)=O.C([SiH](CCCCCCCC)CCCCCCCC)CCCCCCC.C(N(CC)CC)C.C1(PC2C=CC=CC=2)C=CC=CC=1.CN([CH:74]=[O:75])C. (8) Given the product [ClH:33].[C:1]1([C@H:11]([NH:13][CH2:14][CH:15]2[CH:20]([C:21]3[CH:22]=[CH:23][CH:24]=[CH:25][CH:26]=3)[CH2:19][CH2:18][N:17]([C:27](=[O:32])[C:28]([F:29])([F:30])[F:31])[CH2:16]2)[CH3:12])[C:10]2[C:5](=[CH:6][CH:7]=[CH:8][CH:9]=2)[CH:4]=[CH:3][CH:2]=1, predict the reactants needed to synthesize it. The reactants are: [C:1]1([C@H:11]([NH:13][CH2:14][CH:15]2[CH:20]([C:21]3[CH:26]=[CH:25][CH:24]=[CH:23][CH:22]=3)[CH2:19][CH2:18][N:17]([C:27](=[O:32])[C:28]([F:31])([F:30])[F:29])[CH2:16]2)[CH3:12])[C:10]2[C:5](=[CH:6][CH:7]=[CH:8][CH:9]=2)[CH:4]=[CH:3][CH:2]=1.[ClH:33].O1CCOCC1. (9) The reactants are: Cl[C:2]1[C:7]2[N:8]=[C:9]([C:11]3[C:16]([Cl:17])=[CH:15][CH:14]=[CH:13][C:12]=3[Cl:18])[NH:10][C:6]=2[C:5]([F:19])=[CH:4][N:3]=1.C[Si]([Br:24])(C)C. Given the product [Br:24][C:2]1[C:7]2[N:8]=[C:9]([C:11]3[C:16]([Cl:17])=[CH:15][CH:14]=[CH:13][C:12]=3[Cl:18])[NH:10][C:6]=2[C:5]([F:19])=[CH:4][N:3]=1, predict the reactants needed to synthesize it. (10) The reactants are: [CH3:1][O:2][C:3]1[CH:8]=[C:7]([CH2:9]O)[CH:6]=[CH:5][N:4]=1.C1(P(C2C=CC=CC=2)C2C=CC=CC=2)C=CC=CC=1.C(Br)(Br)(Br)[Br:31]. Given the product [Br:31][CH2:9][C:7]1[CH:6]=[CH:5][N:4]=[C:3]([O:2][CH3:1])[CH:8]=1, predict the reactants needed to synthesize it.